From a dataset of Peptide-MHC class I binding affinity with 185,985 pairs from IEDB/IMGT. Regression. Given a peptide amino acid sequence and an MHC pseudo amino acid sequence, predict their binding affinity value. This is MHC class I binding data. The peptide sequence is SALMTLDDLA. The MHC is HLA-A02:02 with pseudo-sequence HLA-A02:02. The binding affinity (normalized) is 0.506.